Dataset: Forward reaction prediction with 1.9M reactions from USPTO patents (1976-2016). Task: Predict the product of the given reaction. The product is: [NH2:19][C:16]1[CH:17]=[CH:18][C:13]([CH2:12][CH2:11][C:9]2[N:10]=[C:6]([NH:5][C:3](=[O:4])[CH:2]([CH3:1])[CH3:22])[S:7][CH:8]=2)=[CH:14][CH:15]=1. Given the reactants [CH3:1][CH:2]([CH3:22])[C:3]([NH:5][C:6]1[S:7][CH:8]=[C:9](/[CH:11]=[CH:12]/[C:13]2[CH:18]=[CH:17][C:16]([N+:19]([O-])=O)=[CH:15][CH:14]=2)[N:10]=1)=[O:4].C(O)(=O)C.CO, predict the reaction product.